Dataset: Forward reaction prediction with 1.9M reactions from USPTO patents (1976-2016). Task: Predict the product of the given reaction. Given the reactants [Cl-].Cl[CH2:3][CH2:4][NH3+:5].[CH3:6][C:7]1[CH:12]=[C:11]([N+:13]([O-:15])=[O:14])[CH:10]=[CH:9][C:8]=1[N:16]=[C:17]=[S:18].[CH2:19](Br)[CH:20]([CH3:22])[CH3:21], predict the reaction product. The product is: [CH3:6][C:7]1[CH:12]=[C:11]([N+:13]([O-:15])=[O:14])[CH:10]=[CH:9][C:8]=1[N:16]=[C:17]1[N:5]([CH2:19][CH:20]([CH3:22])[CH3:21])[CH2:4][CH2:3][S:18]1.